This data is from Full USPTO retrosynthesis dataset with 1.9M reactions from patents (1976-2016). The task is: Predict the reactants needed to synthesize the given product. (1) Given the product [F:1][C:2]1[CH:3]=[CH:4][C:5]([CH:8]2[CH:11]([CH2:12][CH2:13][CH:14]([C:16]3[CH:21]=[CH:20][C:19]([F:22])=[CH:18][CH:17]=3)[OH:15])[C:10](=[O:23])[N:9]2[C:24]2[CH:25]=[CH:26][C:27]([C:28]([NH2:30])=[NH:29])=[CH:32][CH:33]=2)=[CH:6][CH:7]=1, predict the reactants needed to synthesize it. The reactants are: [F:1][C:2]1[CH:7]=[CH:6][C:5]([CH:8]2[CH:11]([CH2:12][CH2:13][CH:14]([C:16]3[CH:21]=[CH:20][C:19]([F:22])=[CH:18][CH:17]=3)[OH:15])[C:10](=[O:23])[N:9]2[C:24]2[CH:33]=[CH:32][C:27]([C:28]([NH:30]O)=[NH:29])=[CH:26][CH:25]=2)=[CH:4][CH:3]=1.S([O-])([O-])(=O)=O.[Mg+2]. (2) Given the product [C:16]([NH:1][C:2]1[C:3]([CH3:8])=[CH:4][CH:5]=[CH:6][CH:7]=1)(=[O:18])[CH3:17], predict the reactants needed to synthesize it. The reactants are: [NH2:1][C:2]1[C:3]([CH3:8])=[CH:4][CH:5]=[CH:6][CH:7]=1.C(N(CC)CC)C.[C:16](Cl)(=[O:18])[CH3:17]. (3) The reactants are: OS(O)(=O)=O.[Br:6][C:7]1[CH:8]=[C:9]([CH:21]=[CH:22][C:23]=1[Br:24])[C:10]([NH:12][CH2:13][CH2:14][CH2:15][CH2:16][CH2:17][C:18]([OH:20])=[O:19])=[O:11].[C:25]([O-])(O)=O.[Na+]. Given the product [Br:6][C:7]1[CH:8]=[C:9]([CH:21]=[CH:22][C:23]=1[Br:24])[C:10]([NH:12][CH2:13][CH2:14][CH2:15][CH2:16][CH2:17][C:18]([O:20][CH3:25])=[O:19])=[O:11], predict the reactants needed to synthesize it. (4) Given the product [N+:13]([C:3]1[CH:4]=[C:5]([CH:11]=[CH:12][C:2]=1[N:1]1[CH:18]=[CH:22][CH:21]=[CH:20]1)[C:6]([O:8][CH2:9][CH3:10])=[O:7])([O-:15])=[O:14], predict the reactants needed to synthesize it. The reactants are: [NH2:1][C:2]1[CH:12]=[CH:11][C:5]([C:6]([O:8][CH2:9][CH3:10])=[O:7])=[CH:4][C:3]=1[N+:13]([O-:15])=[O:14].CO[CH:18]1[CH2:22][CH2:21][CH:20](OC)O1.